This data is from Reaction yield outcomes from USPTO patents with 853,638 reactions. The task is: Predict the reaction yield, written as a fraction of the theoretical maximum amount of product (1.0 means a 100% yield; for example, 0.34 means a 34% yield). The reactants are Br[C:2]1[N:7]=[C:6]2[N:8]([C@@H:13]3[C:21]4[C:16](=[CH:17][C:18]([C:22]5[CH:27]=[CH:26][CH:25]=[CH:24][C:23]=5[C:28]5[N:32]([C:33]([C:46]6[CH:51]=[CH:50][CH:49]=[CH:48][CH:47]=6)([C:40]6[CH:45]=[CH:44][CH:43]=[CH:42][CH:41]=6)[C:34]6[CH:39]=[CH:38][CH:37]=[CH:36][CH:35]=6)[N:31]=[N:30][N:29]=5)=[CH:19][CH:20]=4)[CH2:15][CH2:14]3)[C:9]([CH2:11][CH3:12])=[N:10][C:5]2=[C:4]([CH3:52])[CH:3]=1.C([O:56][C:57]([CH3:59])=[CH2:58])(=O)C.C[O-].C([Sn+](CCCC)CCCC)CCC. The catalyst is C1(C)C=CC=CC=1.CCOC(C)=O.CCCCCCC.C1(P(C2C=CC=CC=2)C2C=CC=CC=2C2C=CC=CC=2N(C)C)C=CC=CC=1. The product is [CH2:11]([C:9]1[N:8]([C@@H:13]2[C:21]3[C:16](=[CH:17][C:18]([C:22]4[CH:27]=[CH:26][CH:25]=[CH:24][C:23]=4[C:28]4[N:32]([C:33]([C:40]5[CH:41]=[CH:42][CH:43]=[CH:44][CH:45]=5)([C:34]5[CH:35]=[CH:36][CH:37]=[CH:38][CH:39]=5)[C:46]5[CH:47]=[CH:48][CH:49]=[CH:50][CH:51]=5)[N:31]=[N:30][N:29]=4)=[CH:19][CH:20]=3)[CH2:15][CH2:14]2)[C:6]2=[N:7][C:2]([CH2:58][C:57](=[O:56])[CH3:59])=[CH:3][C:4]([CH3:52])=[C:5]2[N:10]=1)[CH3:12]. The yield is 0.774.